From a dataset of Full USPTO retrosynthesis dataset with 1.9M reactions from patents (1976-2016). Predict the reactants needed to synthesize the given product. (1) Given the product [NH2:8][C:9]1[CH:10]=[CH:11][C:12]([C:15]2[NH:16][C:25](=[O:26])[C:24]([O:23][C:22]3[CH:36]=[CH:37][C:19]([Cl:18])=[C:20]([C:38]([F:39])([F:40])[F:41])[CH:21]=3)=[C:30]([C:31]([F:34])([F:32])[F:33])[N:17]=2)=[N:13][CH:14]=1, predict the reactants needed to synthesize it. The reactants are: C(=O)([O-])[O-].[K+].[K+].Cl.[NH2:8][C:9]1[CH:10]=[CH:11][C:12]([C:15](=[NH:17])[NH2:16])=[N:13][CH:14]=1.[Cl:18][C:19]1[CH:37]=[CH:36][C:22]([O:23][CH:24]([C:30](=O)[C:31]([F:34])([F:33])[F:32])[C:25](OCC)=[O:26])=[CH:21][C:20]=1[C:38]([F:41])([F:40])[F:39].Cl. (2) Given the product [Cl:16][C:2]1[CH:12]=[CH:11][C:5]([C:6]([O:8][CH2:9][CH3:10])=[O:7])=[C:4]([CH3:13])[N:3]=1, predict the reactants needed to synthesize it. The reactants are: O[C:2]1[CH:12]=[CH:11][C:5]([C:6]([O:8][CH2:9][CH3:10])=[O:7])=[C:4]([CH3:13])[N:3]=1.P(Cl)(Cl)([Cl:16])=O. (3) Given the product [CH3:17][Si:18]([CH3:20])([CH3:19])[O:1][CH:2]([CH3:9])[C:3]([O:5][CH2:6][CH:7]=[CH2:8])=[O:4], predict the reactants needed to synthesize it. The reactants are: [OH:1][CH:2]([CH3:9])[C:3]([O:5][CH2:6][CH:7]=[CH2:8])=[O:4].C(N(CC)CC)C.[CH3:17][Si:18](Cl)([CH3:20])[CH3:19]. (4) Given the product [CH3:12][C:11]1[CH:16]=[CH:17][N:22]([C:23]2[CH:28]=[CH:27][CH:26]=[CH:25][C:24]=2[OH:29])[CH:10]=1, predict the reactants needed to synthesize it. The reactants are: C([Al]CC(C)C)C(C)C.[CH3:10][CH:11]([CH2:16][C:17](OC)=O)[C:12](OC)=O.Cl.[NH2:22][C:23]1[CH:28]=[CH:27][CH:26]=[CH:25][C:24]=1[OH:29]. (5) Given the product [F:30][C:11]1[CH:12]=[C:13]([O:17][C@@H:18]2[CH2:23][CH2:22][CH2:21][CH2:20][C@H:19]2[C:24]2[CH:25]=[CH:26][CH:27]=[CH:28][CH:29]=2)[C:14]([F:16])=[CH:15][C:10]=1[S:7]([NH:6][C:31]1[S:35][N:34]=[CH:33][N:32]=1)(=[O:9])=[O:8], predict the reactants needed to synthesize it. The reactants are: COC1C=C(OC)C=CC=1C[N:6]([C:31]1[S:35][N:34]=[CH:33][N:32]=1)[S:7]([C:10]1[CH:15]=[C:14]([F:16])[C:13]([O:17][C@@H:18]2[CH2:23][CH2:22][CH2:21][CH2:20][C@H:19]2[C:24]2[CH:29]=[CH:28][CH:27]=[CH:26][CH:25]=2)=[CH:12][C:11]=1[F:30])(=[O:9])=[O:8].C([SiH](CC)CC)C.FC(F)(F)C(O)=O. (6) Given the product [Cl:1][C:2]1[CH:3]=[C:4]([NH:16][C:17]2[C:26]3[C:21](=[CH:22][CH:23]=[CH:24][C:25]=3[O:27][CH2:28][CH2:29][N:30]([CH2:31][C:32]#[CH:33])[C:34](=[O:36])[CH3:35])[N:20]=[CH:19][N:18]=2)[CH:5]=[CH:6][C:7]=1[O:8][CH2:9][C:10]1[CH:15]=[CH:14][CH:13]=[CH:12][N:11]=1, predict the reactants needed to synthesize it. The reactants are: [Cl:1][C:2]1[CH:3]=[C:4]([NH:16][C:17]2[C:26]3[C:21](=[CH:22][CH:23]=[CH:24][C:25]=3[O:27][CH2:28][CH2:29][NH:30][CH2:31][C:32]#[CH:33])[N:20]=[CH:19][N:18]=2)[CH:5]=[CH:6][C:7]=1[O:8][CH2:9][C:10]1[CH:15]=[CH:14][CH:13]=[CH:12][N:11]=1.[C:34](Cl)(=[O:36])[CH3:35].